This data is from Forward reaction prediction with 1.9M reactions from USPTO patents (1976-2016). The task is: Predict the product of the given reaction. Given the reactants C([O:8][C:9]1[CH:14]=[CH:13][C:12]([C:15](=[O:23])[CH2:16][C:17](=[O:22])[CH2:18][CH2:19][CH2:20][CH3:21])=[CH:11][CH:10]=1)C1C=CC=CC=1.[H][H], predict the reaction product. The product is: [OH:8][C:9]1[CH:10]=[CH:11][C:12]([C:15](=[O:23])[CH2:16][C:17](=[O:22])[CH2:18][CH2:19][CH2:20][CH3:21])=[CH:13][CH:14]=1.